From a dataset of Full USPTO retrosynthesis dataset with 1.9M reactions from patents (1976-2016). Predict the reactants needed to synthesize the given product. (1) Given the product [CH3:11][CH2:10][N:9]([CH2:12][CH2:13][O:14][C:15]([C:17]1[CH:22]=[CH:21][C:20]([NH2:23])=[CH:19][CH:18]=1)=[O:16])[CH2:8][CH3:7].[OH:4][S:2]([O-:5])(=[O:3])=[O:1].[Na+:6].[C:44]([O-:47])([OH:46])=[O:45].[Na+:6].[C:24](=[O:26])=[O:25], predict the reactants needed to synthesize it. The reactants are: [OH:1][S:2]([O-:5])(=[O:4])=[O:3].[Na+:6].[CH3:7][CH2:8][N:9]([CH2:12][CH2:13][O:14][C:15]([C:17]1[CH:18]=[CH:19][C:20]([NH2:23])=[CH:21][CH:22]=1)=[O:16])[CH2:10][CH3:11].[C:24](=[O:26])=[O:25].CCN(CCOC(C1C=CC(N)=CC=1)=O)CC.[C:44](=[O:47])([OH:46])[OH:45]. (2) Given the product [F:29][CH:2]([F:1])[O:3][C:4]1[CH:9]=[CH:8][C:7]([C:10]2[O:11][CH:12]=[C:13]([CH2:15][CH2:16][C:17]([C:19]3[CH:24]=[CH:23][CH:22]=[CH:21][C:20]=3[O:25][CH2:26][CH3:27])=[O:18])[N:14]=2)=[CH:6][C:5]=1[O:28][CH2:30][CH3:31], predict the reactants needed to synthesize it. The reactants are: [F:1][CH:2]([F:29])[O:3][C:4]1[CH:9]=[CH:8][C:7]([C:10]2[O:11][CH:12]=[C:13]([CH2:15][CH2:16][C:17]([C:19]3[CH:24]=[CH:23][CH:22]=[CH:21][C:20]=3[O:25][CH2:26][CH3:27])=[O:18])[N:14]=2)=[CH:6][C:5]=1[OH:28].[CH2:30]1CCN2C(=NCCC2)C[CH2:31]1.C(I)C.O. (3) Given the product [NH2:5][CH:9]1[CH2:14][CH2:13][N:12]([CH2:15][CH:16]2[C:20]3=[C:21]([Cl:29])[CH:22]=[N:23][C:24]4[CH:25]=[CH:26][C:27](=[O:28])[N:18]([C:19]=43)[CH2:17]2)[CH2:11][CH2:10]1, predict the reactants needed to synthesize it. The reactants are: CC([N:5]([CH:9]1[CH2:14][CH2:13][N:12]([CH2:15][CH:16]2[C:20]3=[C:21]([Cl:29])[CH:22]=[N:23][C:24]4[CH:25]=[CH:26][C:27](=[O:28])[N:18]([C:19]=43)[CH2:17]2)[CH2:11][CH2:10]1)C(=O)[O-])(C)C.FC(F)(F)C(O)=O. (4) The reactants are: CC1C=CC(S([O-])(=O)=O)=CC=1.C([N+:19]12[CH2:26][C:23]([OH:27])([CH2:24][CH2:25]1)[CH2:22][CH2:21][CH2:20]2)C1C=CC=CC=1.C([O-])=O.[NH4+].[OH-].[Na+]. Given the product [N:19]12[CH2:26][C:23]([OH:27])([CH2:24][CH2:25]1)[CH2:22][CH2:21][CH2:20]2, predict the reactants needed to synthesize it. (5) Given the product [F:7][C:8]1[CH:15]=[CH:14][CH:13]=[C:12]([F:16])[C:9]=1[CH2:10][O:4][C:1]1[CH:13]=[CH:12][C:9]([CH2:10][C:20]#[N:18])=[CH:8][CH:15]=1, predict the reactants needed to synthesize it. The reactants are: [C:1]([O-:4])([O-])=O.[K+].[K+].[F:7][C:8]1[CH:15]=[CH:14][CH:13]=[C:12]([F:16])[C:9]=1[CH2:10]Br.C[N:18]([CH:20]=O)C. (6) Given the product [N+:1]([C:4]1[CH:12]=[CH:11][CH:10]=[C:6]2[C:7]([O:15][C:13](=[O:14])[C:5]=12)=[O:9])([O-:3])=[O:2], predict the reactants needed to synthesize it. The reactants are: [N+:1]([C:4]1[CH:12]=[CH:11][CH:10]=[C:6]([C:7]([OH:9])=O)[C:5]=1[C:13]([OH:15])=[O:14])([O-:3])=[O:2].C(OC(=O)C)(=O)C. (7) Given the product [Cl:1][C:2]1[CH:3]=[CH:4][C:5]([S:8]([CH2:11][CH2:12][CH2:13][CH2:14][CH2:15][NH2:16])(=[O:9])=[O:10])=[CH:6][CH:7]=1, predict the reactants needed to synthesize it. The reactants are: [Cl:1][C:2]1[CH:7]=[CH:6][C:5]([S:8]([CH2:11][CH2:12][CH2:13][CH2:14][CH2:15][N:16]2C(=O)C3=CC=CC=C3C2=O)(=[O:10])=[O:9])=[CH:4][CH:3]=1.C(O)C.O.NN. (8) Given the product [CH3:1][O:2][C:3](=[O:9])[CH:4]([C:21](=[O:22])[C:20]1[CH:24]=[CH:25][C:17]([Br:16])=[CH:18][CH:19]=1)[C:5](=[O:29])[CH3:6], predict the reactants needed to synthesize it. The reactants are: [CH3:1][O:2][C:3](=[O:9])[CH:4]=[C:5](NC)[CH3:6].N1C=CC=CC=1.[Br:16][C:17]1[CH:25]=[CH:24][C:20]([C:21](Cl)=[O:22])=[CH:19][CH:18]=1.C1C[O:29]CC1.